Dataset: Forward reaction prediction with 1.9M reactions from USPTO patents (1976-2016). Task: Predict the product of the given reaction. (1) Given the reactants [NH2:1][C:2]1[N:7]=[C:6]([N:8]2[C:16]3[C:11](=[CH:12][CH:13]=[C:14](I)[CH:15]=3)[C:10]([C:18]([N:20]([CH3:27])[C:21]3[CH:26]=[CH:25][CH:24]=[CH:23][N:22]=3)=[O:19])=[N:9]2)[CH:5]=[CH:4][N:3]=1.O1C=CN=C1C(O)(C#C)C.[N:38]1[CH:43]=[CH:42][CH:41]=[N:40][C:39]=1[C:44]([OH:48])([C:46]#[CH:47])[CH3:45], predict the reaction product. The product is: [NH2:1][C:2]1[N:7]=[C:6]([N:8]2[C:16]3[C:11](=[CH:12][CH:13]=[C:14]([C:47]#[C:46][C:44]([OH:48])([C:39]4[N:40]=[CH:41][CH:42]=[CH:43][N:38]=4)[CH3:45])[CH:15]=3)[C:10]([C:18]([N:20]([CH3:27])[C:21]3[CH:26]=[CH:25][CH:24]=[CH:23][N:22]=3)=[O:19])=[N:9]2)[CH:5]=[CH:4][N:3]=1. (2) Given the reactants [CH3:1][N:2]1[CH2:7][CH2:6][NH:5][CH2:4][CH2:3]1.Cl[C:9]1[CH:29]=[CH:28][C:12]([C:13]([NH:15][C:16]2[N:17]=[CH:18][N:19]3[C:23]([C:24]([F:27])([F:26])[F:25])=[CH:22][S:21][C:20]=23)=[O:14])=[CH:11][N:10]=1.O.C([O-])(O)=O.[Na+], predict the reaction product. The product is: [CH3:1][N:2]1[CH2:7][CH2:6][N:5]([C:9]2[CH:29]=[CH:28][C:12]([C:13]([NH:15][C:16]3[N:17]=[CH:18][N:19]4[C:23]([C:24]([F:26])([F:27])[F:25])=[CH:22][S:21][C:20]=34)=[O:14])=[CH:11][N:10]=2)[CH2:4][CH2:3]1. (3) Given the reactants [CH2:1]([O:3][C:4](=[O:13])[C:5]1[CH:10]=[C:9]([CH3:11])[N:8]=[C:7]([NH2:12])[CH:6]=1)[CH3:2].[C:14](OC(=O)C)(=[O:16])[CH3:15], predict the reaction product. The product is: [CH2:1]([O:3][C:4](=[O:13])[C:5]1[CH:10]=[C:9]([CH3:11])[N:8]=[C:7]([NH:12][C:14](=[O:16])[CH3:15])[CH:6]=1)[CH3:2].